Dataset: Forward reaction prediction with 1.9M reactions from USPTO patents (1976-2016). Task: Predict the product of the given reaction. (1) Given the reactants [CH3:1][C:2]1[C:6]([C:7]2[N:8]([S:24]([N:27]([CH3:29])[CH3:28])(=[O:26])=[O:25])[C:9]3[C:14]([C:15]=2[C:16]2[CH:21]=[CH:20][C:19]([O:22]C)=[CH:18][CH:17]=2)=[CH:13][CH:12]=[CH:11][CH:10]=3)=[C:5]([CH3:30])[O:4][N:3]=1.B(F)(F)F.S(C)C, predict the reaction product. The product is: [CH3:1][C:2]1[C:6]([C:7]2[N:8]([S:24]([N:27]([CH3:28])[CH3:29])(=[O:26])=[O:25])[C:9]3[C:14]([C:15]=2[C:16]2[CH:17]=[CH:18][C:19]([OH:22])=[CH:20][CH:21]=2)=[CH:13][CH:12]=[CH:11][CH:10]=3)=[C:5]([CH3:30])[O:4][N:3]=1. (2) Given the reactants [Cl:1][C:2]1[C:3](=[O:18])[NH:4][C:5](=[O:17])[N:6]([C:8]([NH:10][CH2:11][CH2:12][CH2:13][CH2:14][CH2:15][CH3:16])=[O:9])[CH:7]=1.Cl[C:20]([O:22][CH2:23][CH:24]([CH3:26])[CH3:25])=[O:21], predict the reaction product. The product is: [Cl:1][C:2]1[C:3](=[O:18])[N:4]([C:20]([O:22][CH2:23][CH:24]([CH3:26])[CH3:25])=[O:21])[C:5](=[O:17])[N:6]([C:8](=[O:9])[NH:10][CH2:11][CH2:12][CH2:13][CH2:14][CH2:15][CH3:16])[CH:7]=1. (3) Given the reactants [Cl:1][C:2]1[CH:3]=[C:4]([C:10]2[CH:11]=[C:12]3[C:17](=[CH:18][CH:19]=2)[N:16]=[CH:15][C:14]([C:20](=[O:24])[CH:21]([CH3:23])[CH3:22])=[C:13]3[NH:25][C@H:26]2[CH2:31][CH2:30][C@H:29]([NH:32]C(=O)OC(C)(C)C)[CH2:28][CH2:27]2)[CH:5]=[C:6]([F:9])[C:7]=1[OH:8].C(O)(C(F)(F)F)=O, predict the reaction product. The product is: [NH2:32][C@H:29]1[CH2:30][CH2:31][C@H:26]([NH:25][C:13]2[C:12]3[C:17](=[CH:18][CH:19]=[C:10]([C:4]4[CH:5]=[C:6]([F:9])[C:7]([OH:8])=[C:2]([Cl:1])[CH:3]=4)[CH:11]=3)[N:16]=[CH:15][C:14]=2[C:20](=[O:24])[CH:21]([CH3:22])[CH3:23])[CH2:27][CH2:28]1. (4) Given the reactants [Br:1][C:2]1[CH:3]=[CH:4][C:5]2[NH:6][C:7](=[O:15])[N:8]([CH2:13][CH3:14])[C:9](=[O:12])[C:10]=2[N:11]=1.C(=O)([O-])[O-].[K+].[K+].[CH2:22](I)[CH3:23], predict the reaction product. The product is: [Br:1][C:2]1[CH:3]=[CH:4][C:5]2[N:6]([CH2:22][CH3:23])[C:7](=[O:15])[N:8]([CH2:13][CH3:14])[C:9](=[O:12])[C:10]=2[N:11]=1.